Predict the reactants needed to synthesize the given product. From a dataset of Full USPTO retrosynthesis dataset with 1.9M reactions from patents (1976-2016). (1) Given the product [CH3:21][O:20][CH:17]1[CH2:18][CH2:19][N:14]([CH:11]2[CH2:12][CH2:13][NH:8][CH2:9][CH2:10]2)[CH2:15][CH2:16]1, predict the reactants needed to synthesize it. The reactants are: C([N:8]1[CH2:13][CH2:12][CH:11]([N:14]2[CH2:19][CH2:18][CH:17]([O:20][CH3:21])[CH2:16][CH2:15]2)[CH2:10][CH2:9]1)C1C=CC=CC=1.[H][H]. (2) The reactants are: [NH:1]1[C:5](=[O:6])[CH2:4][CH:3]2[CH2:7][CH:8]=[CH:9][CH:2]12.[C:10](O[C:10]([O:12][C:13]([CH3:16])([CH3:15])[CH3:14])=[O:11])([O:12][C:13]([CH3:16])([CH3:15])[CH3:14])=[O:11].CCN(CC)CC.O. Given the product [O:6]=[C:5]1[N:1]([C:10]([O:12][C:13]([CH3:16])([CH3:15])[CH3:14])=[O:11])[CH:2]2[CH:9]=[CH:8][CH2:7][CH:3]2[CH2:4]1, predict the reactants needed to synthesize it. (3) Given the product [C:45]([NH:24][C@H:25]([C:35]([NH:1][C@H:2]([C:12]([O:14][CH3:15])=[O:13])[CH2:3][CH2:4][C:5](=[O:11])[O:6][C:7]([CH3:9])([CH3:10])[CH3:8])=[O:36])[CH2:26][CH2:27][C:28](=[O:34])[O:29][C:30]([CH3:33])([CH3:32])[CH3:31])([O:47][C:48]([CH3:51])([CH3:50])[CH3:49])=[O:46], predict the reactants needed to synthesize it. The reactants are: [NH2:1][C@H:2]([C:12]([O:14][CH3:15])=[O:13])[CH2:3][CH2:4][C:5](=[O:11])[O:6][C:7]([CH3:10])([CH3:9])[CH3:8].Cl.CN1CCOCC1.[NH:24]([C:45]([O:47][C:48]([CH3:51])([CH3:50])[CH3:49])=[O:46])[C@H:25]([C:35](ON1C(=O)CCC1=O)=[O:36])[CH2:26][CH2:27][C:28](=[O:34])[O:29][C:30]([CH3:33])([CH3:32])[CH3:31].